This data is from NCI-60 drug combinations with 297,098 pairs across 59 cell lines. The task is: Regression. Given two drug SMILES strings and cell line genomic features, predict the synergy score measuring deviation from expected non-interaction effect. (1) Cell line: SF-268. Drug 1: CC1C(C(CC(O1)OC2CC(OC(C2O)C)OC3=CC4=CC5=C(C(=O)C(C(C5)C(C(=O)C(C(C)O)O)OC)OC6CC(C(C(O6)C)O)OC7CC(C(C(O7)C)O)OC8CC(C(C(O8)C)O)(C)O)C(=C4C(=C3C)O)O)O)O. Drug 2: C(CC(=O)O)C(=O)CN.Cl. Synergy scores: CSS=40.7, Synergy_ZIP=-0.150, Synergy_Bliss=2.75, Synergy_Loewe=-20.1, Synergy_HSA=1.65. (2) Drug 1: CC1CCC2CC(C(=CC=CC=CC(CC(C(=O)C(C(C(=CC(C(=O)CC(OC(=O)C3CCCCN3C(=O)C(=O)C1(O2)O)C(C)CC4CCC(C(C4)OC)OCCO)C)C)O)OC)C)C)C)OC. Drug 2: CC1C(C(CC(O1)OC2CC(CC3=C2C(=C4C(=C3O)C(=O)C5=C(C4=O)C(=CC=C5)OC)O)(C(=O)CO)O)N)O.Cl. Cell line: UACC-257. Synergy scores: CSS=36.8, Synergy_ZIP=-2.90, Synergy_Bliss=-1.75, Synergy_Loewe=1.98, Synergy_HSA=1.86. (3) Drug 1: CC12CCC(CC1=CCC3C2CCC4(C3CC=C4C5=CN=CC=C5)C)O. Drug 2: CS(=O)(=O)C1=CC(=C(C=C1)C(=O)NC2=CC(=C(C=C2)Cl)C3=CC=CC=N3)Cl. Cell line: DU-145. Synergy scores: CSS=1.01, Synergy_ZIP=0.451, Synergy_Bliss=-0.309, Synergy_Loewe=-4.32, Synergy_HSA=-3.48. (4) Drug 1: C1=C(C(=O)NC(=O)N1)N(CCCl)CCCl. Drug 2: CN(CC1=CN=C2C(=N1)C(=NC(=N2)N)N)C3=CC=C(C=C3)C(=O)NC(CCC(=O)O)C(=O)O. Cell line: K-562. Synergy scores: CSS=62.8, Synergy_ZIP=0.666, Synergy_Bliss=-0.159, Synergy_Loewe=-0.887, Synergy_HSA=3.43. (5) Drug 1: CN(C)N=NC1=C(NC=N1)C(=O)N. Drug 2: COC1=NC(=NC2=C1N=CN2C3C(C(C(O3)CO)O)O)N. Cell line: SR. Synergy scores: CSS=-1.10, Synergy_ZIP=1.58, Synergy_Bliss=3.02, Synergy_Loewe=-1.69, Synergy_HSA=-0.196. (6) Drug 1: CC1=C(C=C(C=C1)C(=O)NC2=CC(=CC(=C2)C(F)(F)F)N3C=C(N=C3)C)NC4=NC=CC(=N4)C5=CN=CC=C5. Drug 2: C1=CC=C(C(=C1)C(C2=CC=C(C=C2)Cl)C(Cl)Cl)Cl. Cell line: MCF7. Synergy scores: CSS=-9.24, Synergy_ZIP=4.00, Synergy_Bliss=-2.11, Synergy_Loewe=-9.67, Synergy_HSA=-10.4. (7) Drug 1: CCCS(=O)(=O)NC1=C(C(=C(C=C1)F)C(=O)C2=CNC3=C2C=C(C=N3)C4=CC=C(C=C4)Cl)F. Drug 2: COC1=C(C=C2C(=C1)N=CN=C2NC3=CC(=C(C=C3)F)Cl)OCCCN4CCOCC4. Cell line: EKVX. Synergy scores: CSS=31.5, Synergy_ZIP=4.47, Synergy_Bliss=4.87, Synergy_Loewe=-1.62, Synergy_HSA=3.27.